From a dataset of Forward reaction prediction with 1.9M reactions from USPTO patents (1976-2016). Predict the product of the given reaction. Given the reactants [Br:1][C:2]1[C:7]([C:8]#[N:9])=[C:6](F)[C:5]([F:11])=[CH:4][CH:3]=1.O.[NH2:13][NH2:14], predict the reaction product. The product is: [Br:1][C:2]1[CH:3]=[CH:4][C:5]([F:11])=[C:6]2[C:7]=1[C:8]([NH2:9])=[N:13][NH:14]2.